Dataset: NCI-60 drug combinations with 297,098 pairs across 59 cell lines. Task: Regression. Given two drug SMILES strings and cell line genomic features, predict the synergy score measuring deviation from expected non-interaction effect. (1) Drug 1: CC1=CC2C(CCC3(C2CCC3(C(=O)C)OC(=O)C)C)C4(C1=CC(=O)CC4)C. Drug 2: CC=C1C(=O)NC(C(=O)OC2CC(=O)NC(C(=O)NC(CSSCCC=C2)C(=O)N1)C(C)C)C(C)C. Cell line: MCF7. Synergy scores: CSS=12.1, Synergy_ZIP=4.89, Synergy_Bliss=-2.23, Synergy_Loewe=-52.3, Synergy_HSA=-10.6. (2) Drug 1: C(CN)CNCCSP(=O)(O)O. Drug 2: CC1C(C(CC(O1)OC2CC(CC3=C2C(=C4C(=C3O)C(=O)C5=CC=CC=C5C4=O)O)(C(=O)C)O)N)O. Cell line: TK-10. Synergy scores: CSS=40.3, Synergy_ZIP=-0.251, Synergy_Bliss=-0.523, Synergy_Loewe=-66.5, Synergy_HSA=-1.83.